Task: Binary Classification. Given a drug SMILES string, predict its activity (active/inactive) in a high-throughput screening assay against a specified biological target.. Dataset: Tyrosyl-DNA phosphodiesterase HTS with 341,365 compounds The drug is S(O)(=O)(=O)c1c(Nc2ccccc2)ccc(N)c1. The result is 1 (active).